From a dataset of Forward reaction prediction with 1.9M reactions from USPTO patents (1976-2016). Predict the product of the given reaction. (1) Given the reactants C1CN([P+]([O:17][N:18]2[N:26]=[N:25][C:20]3[CH:21]=[CH:22][CH:23]=[CH:24][C:19]2=3)(N2CCCC2)N2CCCC2)CC1.F[P-](F)(F)(F)(F)F.C[NH-], predict the reaction product. The product is: [CH:22]1[CH:23]=[CH:24][C:19]2[N:18]([OH:17])[N:26]=[N:25][C:20]=2[CH:21]=1. (2) Given the reactants [C:1]1([CH:7]([C:21]2[CH:26]=[CH:25][CH:24]=[CH:23][CH:22]=2)[CH2:8][NH:9][C:10]2[N:18]=[C:17]([C:19]#[N:20])[N:16]=[C:15]3[C:11]=2[N:12]=[CH:13][NH:14]3)[CH:6]=[CH:5][CH:4]=[CH:3][CH:2]=1.[C:27]([O:35][C@H:36]1[C@@H:40]([O:41][C:42](=[O:49])[C:43]2[CH:48]=[CH:47][CH:46]=[CH:45][CH:44]=2)[C@@H:39](OC(=O)C)[O:38][C@@H:37]1[C:54]([NH:56][CH2:57][CH3:58])=[O:55])(=[O:34])[C:28]1[CH:33]=[CH:32][CH:31]=[CH:30][CH:29]=1.C(O[C@H]1[C@@H](OC(=O)C2C=CC=CC=2)[C@H](OC(=O)C)O[C@@H]1C(NCC)=O)(=O)C1C=CC=CC=1.II, predict the reaction product. The product is: [C:27]([O:35][C@H:36]1[C@@H:40]([O:41][C:42](=[O:49])[C:43]2[CH:48]=[CH:47][CH:46]=[CH:45][CH:44]=2)[C@H:39]([N:14]2[CH:13]=[N:12][C:11]3[C:15]2=[N:16][C:17]([C:19]#[N:20])=[N:18][C:10]=3[NH:9][CH2:8][CH:7]([C:1]2[CH:2]=[CH:3][CH:4]=[CH:5][CH:6]=2)[C:21]2[CH:26]=[CH:25][CH:24]=[CH:23][CH:22]=2)[O:38][C@@H:37]1[C:54]([NH:56][CH2:57][CH3:58])=[O:55])(=[O:34])[C:28]1[CH:33]=[CH:32][CH:31]=[CH:30][CH:29]=1.